From a dataset of Forward reaction prediction with 1.9M reactions from USPTO patents (1976-2016). Predict the product of the given reaction. (1) The product is: [N+:10]([C:6]1[CH:7]=[CH:8][CH:9]=[C:2]([O:1][CH2:13][CH2:14][CH2:15][CH3:16])[C:3]=1[C:4]#[N:5])([O-:12])=[O:11]. Given the reactants [OH:1][C:2]1[CH:9]=[CH:8][CH:7]=[C:6]([N+:10]([O-:12])=[O:11])[C:3]=1[C:4]#[N:5].[CH2:13](Br)[CH2:14][CH2:15][CH3:16], predict the reaction product. (2) The product is: [CH3:1][O:2][C:3](=[O:36])[NH:4][CH:5]([C:9]([N:11]1[CH:15]([C:16]2[NH:20][C:19]([C:21]3[CH:26]=[CH:25][C:24]([C:60]4[CH:61]=[CH:62][C:57]([C:55]5[NH:56][C:52]([CH:48]6[CH2:49][CH2:50][CH2:51][N:47]6[C:45](=[O:46])[CH:41]([NH:40][C:39]([O:38][CH3:37])=[O:72])[CH:42]([CH3:44])[CH3:43])=[N:53][CH:54]=5)=[CH:58][CH:59]=4)=[CH:23][CH:22]=3)=[CH:18][N:17]=2)[CH2:14][N:13]([C:28](=[O:35])[C:29]2[CH:34]=[CH:33][CH:32]=[CH:31][CH:30]=2)[CH2:12]1)=[O:10])[CH:6]([CH3:8])[CH3:7]. Given the reactants [CH3:1][O:2][C:3](=[O:36])[NH:4][CH:5]([C:9]([N:11]1[CH:15]([C:16]2[NH:17][CH:18]=[C:19]([C:21]3[CH:26]=[CH:25][C:24](Br)=[CH:23][CH:22]=3)[N:20]=2)[CH2:14][N:13]([C:28](=[O:35])[C:29]2[CH:34]=[CH:33][CH:32]=[CH:31][CH:30]=2)[CH2:12]1)=[O:10])[CH:6]([CH3:8])[CH3:7].[CH3:37][O:38][C:39](=[O:72])[NH:40][CH:41]([C:45]([N:47]1[CH2:51][CH2:50][CH2:49][CH:48]1[C:52]1[NH:53][CH:54]=[C:55]([C:57]2[CH:62]=[CH:61][C:60](B3OC(C)(C)C(C)(C)O3)=[CH:59][CH:58]=2)[N:56]=1)=[O:46])[CH:42]([CH3:44])[CH3:43].C(=O)([O-])[O-].[K+].[K+].COCCOC, predict the reaction product. (3) Given the reactants [C:1]([O:5][C:6](=[O:22])CC(NC(C1CCCCN1)=O)C(O)CF)(C)(C)C.[CH3:23]CN(C(C)C)C(C)C.[C:32]1([C:38]2S[CH:40]=[C:41]([C:43]([OH:45])=[O:44])[N:42]=2)[CH:37]=CC=CC=1.CN(C(ON1N=N[C:56]2[CH:57]=[CH:58][CH:59]=[CH:60][C:55]1=2)=[N+](C)C)C.[B-](F)(F)(F)F, predict the reaction product. The product is: [CH3:23][O:45][C:43]([C@@H:41]1[CH2:40][CH2:37][CH2:32][CH2:38][N:42]1[C:6]([O:5][CH2:1][C:55]1[CH:56]=[CH:57][CH:58]=[CH:59][CH:60]=1)=[O:22])=[O:44].